This data is from Forward reaction prediction with 1.9M reactions from USPTO patents (1976-2016). The task is: Predict the product of the given reaction. (1) Given the reactants [Cl:1][C:2]1[CH:3]=[C:4]([C:8]2[C:16]3[C:11](=[CH:12][CH:13]=[CH:14][CH:15]=3)[NH:10][CH:9]=2)[CH:5]=[CH:6][CH:7]=1.C(O)(C(F)(F)F)=O, predict the reaction product. The product is: [Cl:1][C:2]1[CH:3]=[C:4]([CH:8]2[C:16]3[C:11](=[CH:12][CH:13]=[CH:14][CH:15]=3)[NH:10][CH2:9]2)[CH:5]=[CH:6][CH:7]=1. (2) Given the reactants Cl[O-:2].[Na+].[OH-].[Na+].FC(F)=C(F)C(F)(F)C(F)(F)F.[F:18][C:19]([F:29])([F:28])[C:20]([F:27])=[C:21]([F:26])[C:22]([F:25])([F:24])[F:23], predict the reaction product. The product is: [F:26][C:21]1([C:22]([F:25])([F:24])[F:23])[C:20]([F:27])([C:19]([F:28])([F:29])[F:18])[O:2]1.